Dataset: Forward reaction prediction with 1.9M reactions from USPTO patents (1976-2016). Task: Predict the product of the given reaction. (1) Given the reactants [N:1]1([C:5]2[CH:6]=[CH:7][C:8]([O:11][C:12]3[CH:13]=[C:14]([CH:29]=[CH:30][CH:31]=3)[CH:15]=[C:16]3[CH2:21][CH2:20][N:19](C(OC(C)(C)C)=O)[CH2:18][CH2:17]3)=[N:9][CH:10]=2)[CH2:4][CH2:3][CH2:2]1.C(O)(C(F)(F)F)=O, predict the reaction product. The product is: [N:1]1([C:5]2[CH:6]=[CH:7][C:8]([O:11][C:12]3[CH:31]=[CH:30][CH:29]=[C:14]([CH:15]=[C:16]4[CH2:17][CH2:18][NH:19][CH2:20][CH2:21]4)[CH:13]=3)=[N:9][CH:10]=2)[CH2:2][CH2:3][CH2:4]1. (2) Given the reactants [CH2:1]([N:8]1[CH2:13][CH2:12][N:11]([C:14]2[CH:19]=[CH:18][C:17]([N+:20]([O-])=O)=[CH:16][N:15]=2)[CH2:10][C:9]1=[O:23])[C:2]1[CH:7]=[CH:6][CH:5]=[CH:4][CH:3]=1, predict the reaction product. The product is: [NH2:20][C:17]1[CH:18]=[CH:19][C:14]([N:11]2[CH2:12][CH2:13][N:8]([CH2:1][C:2]3[CH:7]=[CH:6][CH:5]=[CH:4][CH:3]=3)[C:9](=[O:23])[CH2:10]2)=[N:15][CH:16]=1.